Dataset: Forward reaction prediction with 1.9M reactions from USPTO patents (1976-2016). Task: Predict the product of the given reaction. (1) Given the reactants [CH2:1]([NH:4][C:5]1[C:10]([C:11]([NH:13][CH2:14][CH2:15][CH2:16][NH:17]C(=O)OC(C)(C)C)=[O:12])=[CH:9][N:8]=[C:7]([NH:25][CH2:26][CH2:27][C:28]2[CH:33]=[CH:32][N:31]=[CH:30][CH:29]=2)[N:6]=1)[CH2:2][CH3:3].C(=O)([O-])O.[Na+].C(OCC)(=O)C, predict the reaction product. The product is: [NH2:17][CH2:16][CH2:15][CH2:14][NH:13][C:11]([C:10]1[C:5]([NH:4][CH2:1][CH2:2][CH3:3])=[N:6][C:7]([NH:25][CH2:26][CH2:27][C:28]2[CH:33]=[CH:32][N:31]=[CH:30][CH:29]=2)=[N:8][CH:9]=1)=[O:12]. (2) Given the reactants Cl[CH2:2][C:3]1[CH:4]=[C:5]2[CH:11]=[C:10]([CH:12]([C:19]3[CH:24]=[CH:23][C:22]([S:25]([CH3:28])(=[O:27])=[O:26])=[CH:21][CH:20]=3)[CH2:13][CH:14]3[CH2:18][CH2:17][CH2:16][CH2:15]3)[NH:9][C:6]2=[N:7][CH:8]=1.[C-:29]#[N:30].[Na+], predict the reaction product. The product is: [CH:14]1([CH2:13][CH:12]([C:10]2[NH:9][C:6]3=[N:7][CH:8]=[C:3]([CH2:2][C:29]#[N:30])[CH:4]=[C:5]3[CH:11]=2)[C:19]2[CH:24]=[CH:23][C:22]([S:25]([CH3:28])(=[O:27])=[O:26])=[CH:21][CH:20]=2)[CH2:18][CH2:17][CH2:16][CH2:15]1.